This data is from Full USPTO retrosynthesis dataset with 1.9M reactions from patents (1976-2016). The task is: Predict the reactants needed to synthesize the given product. (1) Given the product [Br:27][C:24]1[C:20]([C@H:12]([NH:11][S:8]([C:5]2[CH:6]=[CH:7][C:2]([Cl:1])=[CH:3][CH:4]=2)(=[O:10])=[O:9])[CH2:13][C:14]2[CH:19]=[CH:18][CH:17]=[CH:16][CH:15]=2)=[N:21][O:22][C:23]=1[O:25][CH3:26], predict the reactants needed to synthesize it. The reactants are: [Cl:1][C:2]1[CH:7]=[CH:6][C:5]([S:8]([NH:11][C@@H:12]([C:20]2[CH:24]=[C:23]([O:25][CH3:26])[O:22][N:21]=2)[CH2:13][C:14]2[CH:19]=[CH:18][CH:17]=[CH:16][CH:15]=2)(=[O:10])=[O:9])=[CH:4][CH:3]=1.[Br:27]N1C(=O)CCC1=O.S([O-])([O-])(=O)=S.[Na+].[Na+]. (2) Given the product [NH3:3].[CH3:22][OH:21].[O:21]1[CH2:25][CH2:24][C@@H:23]([O:26][C:27]2[CH:34]=[CH:33][C:32]([NH:35][C:2]3[N:7]=[C:6]([NH:8][CH:9]4[CH2:17][CH:16]5[N:12]([CH2:13][CH2:14][CH2:15]5)[C:11]([CH3:19])([CH3:18])[CH2:10]4)[C:5]([F:20])=[CH:4][N:3]=3)=[CH:31][C:28]=2[C:29]#[N:30])[CH2:22]1, predict the reactants needed to synthesize it. The reactants are: Cl[C:2]1[N:7]=[C:6]([NH:8][CH:9]2[CH2:17][CH:16]3[N:12]([CH2:13][CH2:14][CH2:15]3)[C:11]([CH3:19])([CH3:18])[CH2:10]2)[C:5]([F:20])=[CH:4][N:3]=1.[O:21]1[CH2:25][CH2:24][C@@H:23]([O:26][C:27]2[CH:34]=[CH:33][C:32]([NH2:35])=[CH:31][C:28]=2[C:29]#[N:30])[CH2:22]1. (3) Given the product [O:8]=[CH:7][CH2:6][N:5]([C:10](=[O:30])[CH2:11][CH2:12][CH:13]([P:22]([CH2:27][CH:28]=[CH2:29])([CH2:24][CH:25]=[CH2:26])=[O:23])[P:14]([CH2:16][CH:17]=[CH2:18])([CH2:19][CH:20]=[CH2:21])=[O:15])[CH2:4][C:3]([OH:31])=[O:2], predict the reactants needed to synthesize it. The reactants are: C[O:2][CH:3]([O:31]C)[CH2:4][N:5]([C:10](=[O:30])[CH2:11][CH2:12][CH:13]([P:22]([CH2:27][CH:28]=[CH2:29])([CH2:24][CH:25]=[CH2:26])=[O:23])[P:14]([CH2:19][CH:20]=[CH2:21])([CH2:16][CH:17]=[CH2:18])=[O:15])[CH2:6][C:7](O)=[O:8].C(O)(C(F)(F)F)=O. (4) Given the product [CH3:17][N:18]([CH3:22])[C:19](=[O:20])[O:10][C:9]1[CH:8]=[CH:7][C:4]([CH:5]=[O:6])=[CH:3][C:2]=1[F:1], predict the reactants needed to synthesize it. The reactants are: [F:1][C:2]1[CH:3]=[C:4]([CH:7]=[CH:8][C:9]=1[OH:10])[CH:5]=[O:6].N1C=CC=CC=1.[CH3:17][N:18]([CH3:22])[C:19](Cl)=[O:20]. (5) Given the product [C:16]([NH:15][C:13]1[N:14]=[C:9]2[CH:8]=[CH:7][C:6]([O:5][C:4]3[CH:3]=[C:2]([NH:1][C:25]([CH:22]4[CH2:24][CH2:23]4)=[O:26])[CH:21]=[CH:20][CH:19]=3)=[N:11][N:10]2[CH:12]=1)(=[O:18])[CH3:17], predict the reactants needed to synthesize it. The reactants are: [NH2:1][C:2]1[CH:3]=[C:4]([CH:19]=[CH:20][CH:21]=1)[O:5][C:6]1[CH:7]=[CH:8][C:9]2[N:10]([CH:12]=[C:13]([NH:15][C:16](=[O:18])[CH3:17])[N:14]=2)[N:11]=1.[CH:22]1([C:25](Cl)=[O:26])[CH2:24][CH2:23]1. (6) Given the product [CH3:8][O:9][C:10]1[CH:11]=[CH:12][C:13]([C:16]2[CH:17]=[CH:18][C:19]([S:22]([NH:25][CH:26]([CH2:31][CH:32]([OH:34])[CH2:33][S:7][C:5]3[S:6][C:2]([CH3:1])=[N:3][N:4]=3)[C:27]([OH:29])=[O:28])(=[O:23])=[O:24])=[CH:20][CH:21]=2)=[CH:14][CH:15]=1, predict the reactants needed to synthesize it. The reactants are: [CH3:1][C:2]1[S:6][C:5]([SH:7])=[N:4][N:3]=1.[CH3:8][O:9][C:10]1[CH:15]=[CH:14][C:13]([C:16]2[CH:21]=[CH:20][C:19]([S:22]([NH:25][CH:26]([CH2:31][CH:32]3[O:34][CH2:33]3)[C:27]([O:29]C)=[O:28])(=[O:24])=[O:23])=[CH:18][CH:17]=2)=[CH:12][CH:11]=1. (7) Given the product [CH:2]1[CH:1]=[N:10][C:9]2[C:4]([N:3]=1)=[CH:5][C:6]1[CH:13]3[CH2:14][NH:15][CH2:16][CH:11]([C:7]=1[CH:8]=2)[CH2:12]3.[C:22]([C@@H:20]([C@H:18]([C:17]([O-:26])=[O:25])[OH:19])[OH:21])([O-:24])=[O:23], predict the reactants needed to synthesize it. The reactants are: [CH:1]1[CH:2]=[N:3][C:4]2[C:9]([N:10]=1)=[CH:8][C:7]1[CH:11]3[CH2:16][NH:15][CH2:14][CH:13]([C:6]=1[CH:5]=2)[CH2:12]3.[C:17]([OH:26])(=[O:25])[C@@H:18]([C@H:20]([C:22]([OH:24])=[O:23])[OH:21])[OH:19].